From a dataset of Forward reaction prediction with 1.9M reactions from USPTO patents (1976-2016). Predict the product of the given reaction. (1) Given the reactants [H-].[Na+].[CH3:3][C:4]1[CH:5]=[C:6]2[C:10](=[CH:11][CH:12]=1)[NH:9][CH:8]=[CH:7]2.[C:13]1([S:19](Cl)(=[O:21])=[O:20])[CH:18]=[CH:17][CH:16]=[CH:15][CH:14]=1.C(=O)([O-])O.[Na+], predict the reaction product. The product is: [C:13]1([S:19]([N:9]2[C:10]3[C:6](=[CH:5][C:4]([CH3:3])=[CH:12][CH:11]=3)[CH:7]=[CH:8]2)(=[O:21])=[O:20])[CH:18]=[CH:17][CH:16]=[CH:15][CH:14]=1. (2) The product is: [F:30][CH:2]([F:1])[C:3]1[C:11]2[C:6](=[CH:7][CH:8]=[C:9]([F:12])[CH:10]=2)[N:5]([S:13]([C:16]2[CH:21]=[CH:20][C:19]([O:22][CH3:23])=[C:18]([N:24]3[CH2:29][CH2:28][N:27]([CH3:31])[CH2:26][CH2:25]3)[CH:17]=2)(=[O:15])=[O:14])[CH:4]=1. Given the reactants [F:1][CH:2]([F:30])[C:3]1[C:11]2[C:6](=[CH:7][CH:8]=[C:9]([F:12])[CH:10]=2)[N:5]([S:13]([C:16]2[CH:21]=[CH:20][C:19]([O:22][CH3:23])=[C:18]([N:24]3[CH2:29][CH2:28][NH:27][CH2:26][CH2:25]3)[CH:17]=2)(=[O:15])=[O:14])[CH:4]=1.[C:31]([BH3-])#N.[Na+].C=O, predict the reaction product. (3) Given the reactants [F:1][C:2]1[C:7]([Cl:8])=[CH:6][CH:5]=[CH:4][C:3]=1[OH:9].[C:10]1(=[O:16])[O:15][C:13](=[O:14])[CH2:12][CH2:11]1.[Cl-].[Al+3].[Cl-].[Cl-].Cl, predict the reaction product. The product is: [Cl:8][C:7]1[CH:6]=[CH:5][C:4]([C:10](=[O:16])[CH2:11][CH2:12][C:13]([OH:15])=[O:14])=[C:3]([OH:9])[C:2]=1[F:1]. (4) Given the reactants [N:1]1([C:7]([O:9][C:10]([CH3:13])([CH3:12])[CH3:11])=[O:8])[CH2:6][CH2:5][NH:4][CH2:3][CH2:2]1.[Cl:14][C:15]1[CH:16]=[C:17]([CH2:22][OH:23])[CH:18]=[N:19][C:20]=1Cl.CCN(C(C)C)C(C)C, predict the reaction product. The product is: [Cl:14][C:15]1[C:20]([N:4]2[CH2:5][CH2:6][N:1]([C:7]([O:9][C:10]([CH3:13])([CH3:12])[CH3:11])=[O:8])[CH2:2][CH2:3]2)=[N:19][CH:18]=[C:17]([CH2:22][OH:23])[CH:16]=1.